This data is from Reaction yield outcomes from USPTO patents with 853,638 reactions. The task is: Predict the reaction yield, written as a fraction of the theoretical maximum amount of product (1.0 means a 100% yield; for example, 0.34 means a 34% yield). (1) The reactants are [Br:1][C:2]1[CH:10]=[CH:9][C:5]([C:6]([OH:8])=[O:7])=[C:4]([CH3:11])[CH:3]=1.C(OC(O[C:15]([CH3:18])([CH3:17])[CH3:16])=O)(O[C:15]([CH3:18])([CH3:17])[CH3:16])=O. The catalyst is C(O)(C)(C)C. The product is [Br:1][C:2]1[CH:10]=[CH:9][C:5]([C:6]([O:8][C:15]([CH3:18])([CH3:17])[CH3:16])=[O:7])=[C:4]([CH3:11])[CH:3]=1. The yield is 0.980. (2) The reactants are [CH3:1][C:2]1[CH:3]=[C:4]([P:11](=[O:33])([C:23]2[CH:28]=[C:27]([CH3:29])[C:26]([O:30][CH3:31])=[C:25]([CH3:32])[CH:24]=2)[C:12]2[CH:17]=[C:16]([CH3:18])[C:15]([O:19][CH3:20])=[C:14]([CH3:21])[C:13]=2I)[CH:5]=[C:6]([CH3:10])[C:7]=1[O:8][CH3:9]. The catalyst is S1C=CC=C1C([O-])=O.[Cu+]. The product is [CH3:18][C:16]1[C:15]([O:19][CH3:20])=[C:14]([CH3:21])[C:13]([C:28]2[C:27]([CH3:29])=[C:26]([O:30][CH3:31])[C:25]([CH3:32])=[CH:24][C:23]=2[P:11]([C:4]2[CH:5]=[C:6]([CH3:10])[C:7]([O:8][CH3:9])=[C:2]([CH3:1])[CH:3]=2)([C:12]2[CH:17]=[C:16]([CH3:18])[C:15]([O:19][CH3:20])=[C:14]([CH3:21])[CH:13]=2)=[O:33])=[C:12]([P:11]([C:23]2[CH:28]=[C:27]([CH3:29])[C:26]([O:30][CH3:31])=[C:25]([CH3:32])[CH:24]=2)([C:4]2[CH:5]=[C:6]([CH3:10])[C:7]([O:8][CH3:9])=[C:2]([CH3:1])[CH:3]=2)=[O:33])[CH:17]=1. The yield is 0.420. (3) The reactants are [CH3:1][O:2][C:3]1[CH:8]=[CH:7][C:6]([NH:9][C:10]2[CH:11]=[C:12]([CH:17]=[CH:18][C:19]=2[N+:20]([O-:22])=[O:21])[C:13]([NH:15][NH2:16])=[O:14])=[CH:5][CH:4]=1.[F:23][C:24]1[CH:25]=[C:26]([CH2:30][CH2:31][C:32](O)=O)[CH:27]=[CH:28][CH:29]=1.P(Cl)(Cl)(Cl)=O.C(=O)([O-])O.[Na+]. No catalyst specified. The product is [F:23][C:24]1[CH:25]=[C:26]([CH2:30][CH2:31][C:32]2[O:14][C:13]([C:12]3[CH:17]=[CH:18][C:19]([N+:20]([O-:22])=[O:21])=[C:10]([CH:11]=3)[NH:9][C:6]3[CH:5]=[CH:4][C:3]([O:2][CH3:1])=[CH:8][CH:7]=3)=[N:15][N:16]=2)[CH:27]=[CH:28][CH:29]=1. The yield is 0.690. (4) The reactants are C[O:2][C:3]1[C:8]([CH:9]2[CH2:14][CH2:13][N:12]([CH:15]3[CH2:21][CH2:20][CH2:19][N:18]([C:22]([O:24][CH2:25][CH3:26])=[O:23])[CH2:17][CH2:16]3)[CH2:11][CH2:10]2)=[CH:7][CH:6]=[CH:5][N:4]=1.Cl. The catalyst is O1CCOCC1. The product is [OH:2][C:3]1[C:8]([CH:9]2[CH2:10][CH2:11][N:12]([CH:15]3[CH2:21][CH2:20][CH2:19][N:18]([C:22]([O:24][CH2:25][CH3:26])=[O:23])[CH2:17][CH2:16]3)[CH2:13][CH2:14]2)=[CH:7][CH:6]=[CH:5][N:4]=1. The yield is 0.440. (5) The reactants are [CH2:1]([C:3]1[C:8]([OH:9])=[C:7]([NH2:10])[CH:6]=[CH:5][CH:4]=1)[CH3:2].Cl[CH2:12][C:13](Cl)=[O:14].C([O-])([O-])=O.[K+].[K+]. No catalyst specified. The product is [CH2:1]([C:3]1[C:8]2[O:9][CH2:12][C:13](=[O:14])[NH:10][C:7]=2[CH:6]=[CH:5][CH:4]=1)[CH3:2]. The yield is 0.610. (6) The reactants are C(NC1C=CC(C2C=C3C(CN([C@@H](C(C)C)C(O)=O)C3=O)=CC=2)=CC=1)(=O)C1C=CC=CC=1.[CH3:33][CH:34]([CH3:71])[C@H:35]([N:40]1[CH2:48][C:47]2[C:42](=[CH:43][C:44]([C:49]3[CH:54]=[CH:53][C:52]([NH:55][C:56](=[O:69])[C:57]4[CH:62]=[C:61]([O:63][CH3:64])[C:60]([O:65][CH3:66])=[C:59]([O:67][CH3:68])[CH:58]=4)=[CH:51][CH:50]=3)=[CH:45][CH:46]=2)[C:41]1=[O:70])[C:36]([O:38]C)=[O:37]. No catalyst specified. The product is [CH3:33][CH:34]([CH3:71])[C@H:35]([N:40]1[CH2:48][C:47]2[C:42](=[CH:43][C:44]([C:49]3[CH:50]=[CH:51][C:52]([NH:55][C:56](=[O:69])[C:57]4[CH:58]=[C:59]([O:67][CH3:68])[C:60]([O:65][CH3:66])=[C:61]([O:63][CH3:64])[CH:62]=4)=[CH:53][CH:54]=3)=[CH:45][CH:46]=2)[C:41]1=[O:70])[C:36]([OH:38])=[O:37]. The yield is 0.830.